This data is from Retrosynthesis with 50K atom-mapped reactions and 10 reaction types from USPTO. The task is: Predict the reactants needed to synthesize the given product. (1) Given the product COCC(O)(CCN[C@@H](C)c1ccc(Br)cc1)c1ccccc1, predict the reactants needed to synthesize it. The reactants are: COCC(O)(CC=O)c1ccccc1.C[C@H](N)c1ccc(Br)cc1. (2) The reactants are: CCOP(OCC)OCC.Cc1cc(CCl)on1. Given the product CCOP(=O)(Cc1cc(C)no1)OCC, predict the reactants needed to synthesize it. (3) Given the product CC[C@@H]1C[C@H](CCCC#N)C[C@@H]1c1nnc2cnc3[nH]ccc3n12, predict the reactants needed to synthesize it. The reactants are: CCC1CC(CCCC(N)=O)CC1c1nnc2cnc3[nH]ccc3n12. (4) Given the product CCNC(=O)Nc1nc2cc(-c3cccnc3)cc(C(=O)N(CC)CC)n2n1, predict the reactants needed to synthesize it. The reactants are: CCNC(=O)Nc1nc2cc(-c3cccnc3)cc(C(=O)OCC)n2n1.CCNCC. (5) Given the product Cc1cc(-c2c(C)nn(C)c2-c2ccc3c(c2)NC(=O)CO3)ccc1F, predict the reactants needed to synthesize it. The reactants are: Cc1cc(B(O)O)ccc1F.Cc1nn(C)c(-c2ccc3c(c2)NC(=O)CO3)c1Br.